From a dataset of Full USPTO retrosynthesis dataset with 1.9M reactions from patents (1976-2016). Predict the reactants needed to synthesize the given product. Given the product [ClH:32].[CH3:1][O:2][C:3]1[C:4]2[C:8]([CH:9]=[CH:10][CH:11]=1)=[N:7][N:15]1[C:14]([CH:16]3[CH2:21][CH2:20][NH:19][CH2:18][CH2:17]3)=[CH:13][C:12](=[O:29])[NH:6][C:5]=21, predict the reactants needed to synthesize it. The reactants are: [CH3:1][O:2][C:3]1[C:4]2[C:8]([CH:9]=[CH:10][CH:11]=1)=[N:7][N:6]1[C:12](=[O:29])[CH:13]=[C:14]([CH:16]3[CH2:21][CH2:20][N:19](C(OC(C)(C)C)=O)[CH2:18][CH2:17]3)[NH:15][C:5]=21.CO.[ClH:32].